This data is from Forward reaction prediction with 1.9M reactions from USPTO patents (1976-2016). The task is: Predict the product of the given reaction. (1) Given the reactants [Br:1][C:2]1[CH:3]=[C:4]([CH:8]=[CH:9][C:10]=1[CH3:11])[C:5](O)=[O:6].C(Cl)CCl.C1C=[N:20]C2N(O)N=NC=2C=1.[Cl-].[NH4+].C(N(C(C)C)CC)(C)C, predict the reaction product. The product is: [Br:1][C:2]1[CH:3]=[C:4]([CH:8]=[CH:9][C:10]=1[CH3:11])[C:5]([NH2:20])=[O:6]. (2) Given the reactants [NH2:1][C:2]1[N:7]([CH3:8])[C:6](=[O:9])[CH:5]=[C:4](/[CH:10]=[CH:11]\[C:12]2[CH:17]=[CH:16][CH:15]=[C:14](Br)[CH:13]=2)[N:3]=1.NC1N(C)C(=O)C=C(/C=C/C2C=CC=C(Br)C=2)N=1.[CH3:37][O:38][C:39]1[CH:40]=[C:41](B(O)O)[CH:42]=[CH:43][CH:44]=1.C([O-])([O-])=O.[Cs+].[Cs+], predict the reaction product. The product is: [NH2:1][C:2]1[N:7]([CH3:8])[C:6](=[O:9])[CH:5]=[C:4](/[CH:10]=[CH:11]\[C:12]2[CH:13]=[C:14]([C:43]3[CH:42]=[CH:41][CH:40]=[C:39]([O:38][CH3:37])[CH:44]=3)[CH:15]=[CH:16][CH:17]=2)[N:3]=1. (3) Given the reactants Br[C:2]1[C:6]2[CH:7]([O:13][CH3:14])[NH:8][CH:9]=[C:10]([C:11]#[N:12])[C:5]=2[N:4]([CH:15]2[CH2:19][CH2:18][CH2:17][CH2:16]2)[CH:3]=1.CC1(C)C(C)(C)OB([C:28]2[CH:29]=[C:30]([CH2:33][C:34]#[N:35])[S:31][CH:32]=2)O1.C(=O)([O-])[O-].[Na+].[Na+].COCCOC, predict the reaction product. The product is: [C:34]([CH2:33][C:30]1[S:31][CH:32]=[C:28]([C:2]2[C:6]3[C:7]([O:13][CH3:14])=[N:8][CH:9]=[C:10]([C:11]#[N:12])[C:5]=3[N:4]([CH:15]3[CH2:19][CH2:18][CH2:17][CH2:16]3)[CH:3]=2)[CH:29]=1)#[N:35]. (4) Given the reactants Br[C:2]1[N:7]=[C:6]([C:8]([NH:10][C:11]2[CH:12]=[N:13][CH:14]=[CH:15][C:16]=2[C@@H:17]2[O:22][C@H:21]([CH3:23])[C@:20]([OH:25])([CH3:24])[C@H:19]([NH:26][C:27](=[O:33])[O:28][C:29]([CH3:32])([CH3:31])[CH3:30])[CH2:18]2)=[O:9])[CH:5]=[CH:4][C:3]=1[F:34].[F:35][C:36]1[CH:37]=[C:38]([NH:52][C:53](=[O:55])[CH3:54])[CH:39]=[C:40]([F:51])[C:41]=1B1OC(C)(C)C(C)(C)O1, predict the reaction product. The product is: [C:53]([NH:52][C:38]1[CH:39]=[C:40]([F:51])[C:41]([C:2]2[N:7]=[C:6]([C:8]([NH:10][C:11]3[CH:12]=[N:13][CH:14]=[CH:15][C:16]=3[C@@H:17]3[O:22][C@H:21]([CH3:23])[C@:20]([OH:25])([CH3:24])[C@H:19]([NH:26][C:27](=[O:33])[O:28][C:29]([CH3:30])([CH3:31])[CH3:32])[CH2:18]3)=[O:9])[CH:5]=[CH:4][C:3]=2[F:34])=[C:36]([F:35])[CH:37]=1)(=[O:55])[CH3:54]. (5) Given the reactants [CH3:1][C:2]1[CH:7]=[CH:6][CH:5]=[CH:4][C:3]=1[C:8]1[C:9]2[C:13]([CH:14]=[CH:15][CH:16]=1)=[N:12][N:11]1[C:17]([CH:22]3[CH2:27][CH2:26][N:25](C(OC(C)(C)C)=O)[CH2:24][CH2:23]3)=[CH:18][C:19](=[O:21])[NH:20][C:10]=21.[ClH:35], predict the reaction product. The product is: [ClH:35].[CH3:1][C:2]1[CH:7]=[CH:6][CH:5]=[CH:4][C:3]=1[C:8]1[C:9]2[C:13]([CH:14]=[CH:15][CH:16]=1)=[N:12][N:11]1[C:17]([CH:22]3[CH2:27][CH2:26][NH:25][CH2:24][CH2:23]3)=[CH:18][C:19](=[O:21])[NH:20][C:10]=21. (6) Given the reactants [F:1][C:2]1[CH:3]=[C:4]2[C:8](=[CH:9][CH:10]=1)[N:7]([CH2:11][C:12]1[CH:17]=[CH:16][CH:15]=[C:14]([F:18])[CH:13]=1)[C:6]([C:19](O)=[O:20])=[CH:5]2.[NH2:22][C:23]1[CH:24]=[C:25]2[N:31]=[C:30]([CH3:32])[S:29][C:26]2=[N:27][CH:28]=1, predict the reaction product. The product is: [CH3:32][C:30]1[S:29][C:26]2[C:25]([N:31]=1)=[CH:24][C:23]([NH:22][C:19]([C:6]1[N:7]([CH2:11][C:12]3[CH:17]=[CH:16][CH:15]=[C:14]([F:18])[CH:13]=3)[C:8]3[C:4]([CH:5]=1)=[CH:3][C:2]([F:1])=[CH:10][CH:9]=3)=[O:20])=[CH:28][N:27]=2. (7) The product is: [NH3:11].[CH3:15][CH:14]1[CH2:13][NH:12][C:4]([C:5]2[CH:10]=[CH:9][CH:8]=[CH:7][CH:6]=2)=[N:16]1. Given the reactants Cl.CO[C:4](=[NH:11])[C:5]1[CH:10]=[CH:9][CH:8]=[CH:7][CH:6]=1.[NH2:12][CH2:13][CH:14]([NH2:16])[CH3:15], predict the reaction product. (8) Given the reactants N[CH2:2][C:3]1[C:4]([NH:13][CH2:14][CH3:15])=[N:5][C:6]([C:9]([F:12])([F:11])[F:10])=[CH:7][CH:8]=1.[F:16][C:17]1[CH:22]=[CH:21][C:20]([NH:23][C:24]([C:26]2[N:31]=[CH:30][C:29]([CH:32]([CH3:36])[C:33]([OH:35])=O)=[CH:28][N:27]=2)=[O:25])=[CH:19][CH:18]=1.[CH2:37](N(C(C)C)C(C)C)C, predict the reaction product. The product is: [CH2:14]([NH:13][C:4]1[C:3]([CH2:2][CH2:37][C:33](=[O:35])[CH:32]([C:29]2[CH:30]=[N:31][C:26]([C:24]([NH:23][C:20]3[CH:19]=[CH:18][C:17]([F:16])=[CH:22][CH:21]=3)=[O:25])=[N:27][CH:28]=2)[CH3:36])=[CH:8][CH:7]=[C:6]([C:9]([F:12])([F:11])[F:10])[N:5]=1)[CH3:15]. (9) Given the reactants Cl.Cl.[Cl:3][C:4]1[C:13]2[C:8](=[CH:9][C:10]([S:14]([N:17]([CH2:26][CH2:27][N:28]([CH3:30])[CH3:29])[C:18]3([C:23]([OH:25])=O)[CH2:22][CH2:21][CH2:20][CH2:19]3)(=[O:16])=[O:15])=[CH:11][CH:12]=2)[C:7]([NH:31][C:32]([NH2:34])=[NH:33])=[N:6][CH:5]=1.C(Cl)(=O)C([Cl:38])=O.[CH3:41][NH:42][CH2:43][CH2:44][OH:45], predict the reaction product. The product is: [ClH:3].[ClH:38].[Cl:3][C:4]1[C:13]2[C:8](=[CH:9][C:10]([S:14]([N:17]([CH2:26][CH2:27][N:28]([CH3:30])[CH3:29])[C:18]3([C:23]([N:42]([CH2:43][CH2:44][OH:45])[CH3:41])=[O:25])[CH2:22][CH2:21][CH2:20][CH2:19]3)(=[O:16])=[O:15])=[CH:11][CH:12]=2)[C:7]([NH:31][C:32]([NH2:34])=[NH:33])=[N:6][CH:5]=1.